This data is from Reaction yield outcomes from USPTO patents with 853,638 reactions. The task is: Predict the reaction yield, written as a fraction of the theoretical maximum amount of product (1.0 means a 100% yield; for example, 0.34 means a 34% yield). (1) The reactants are [CH3:1][O:2][C:3](=[O:25])[C:4]1[CH:9]=[C:8]([F:10])[C:7]([CH2:11][NH2:12])=[N:6][C:5]=1[NH:13][C:14]1[CH:19]=[CH:18][C:17]([Si:20]([CH3:23])([CH3:22])[CH3:21])=[CH:16][C:15]=1[F:24].[C:26](OC(=O)C)(=[O:28])C. The catalyst is C(O)=O. The product is [CH3:1][O:2][C:3](=[O:25])[C:4]1[CH:9]=[C:8]([F:10])[C:7]([CH2:11][NH:12][CH:26]=[O:28])=[N:6][C:5]=1[NH:13][C:14]1[CH:19]=[CH:18][C:17]([Si:20]([CH3:21])([CH3:23])[CH3:22])=[CH:16][C:15]=1[F:24]. The yield is 1.00. (2) The reactants are [CH3:1][O:2][C:3]1[CH:12]=[C:11]2[C:6]([CH2:7][CH2:8][NH:9][C:10]2=[O:13])=[CH:5][CH:4]=1.I[C:15]1[CH:16]=[N:17][CH:18]=[CH:19][C:20]=1[CH3:21].P([O-])([O-])([O-])=O.[K+].[K+].[K+]. The catalyst is [Cu](I)I.O1CCOCC1. The product is [CH3:1][O:2][C:3]1[CH:12]=[C:11]2[C:6]([CH2:7][CH2:8][N:9]([C:15]3[CH:16]=[N:17][CH:18]=[CH:19][C:20]=3[CH3:21])[C:10]2=[O:13])=[CH:5][CH:4]=1. The yield is 0.230.